Dataset: Forward reaction prediction with 1.9M reactions from USPTO patents (1976-2016). Task: Predict the product of the given reaction. (1) Given the reactants [C:1]1([S:11]([C:14]2[C:22]3[C:17](=[CH:18][CH:19]=[C:20]([O:23][CH:24]4[CH2:28][CH2:27][NH:26][CH2:25]4)[CH:21]=3)[NH:16][N:15]=2)(=[O:13])=[O:12])[C:10]2[C:5](=[CH:6][CH:7]=[CH:8][CH:9]=2)[CH:4]=[CH:3][CH:2]=1.Cl.[CH:30](=O)[CH2:31][CH3:32].C(O)(=O)C.C(O[BH-](OC(=O)C)OC(=O)C)(=O)C.[Na+], predict the reaction product. The product is: [C:1]1([S:11]([C:14]2[C:22]3[C:17](=[CH:18][CH:19]=[C:20]([O:23][CH:24]4[CH2:28][CH2:27][N:26]([CH2:30][CH2:31][CH3:32])[CH2:25]4)[CH:21]=3)[NH:16][N:15]=2)(=[O:12])=[O:13])[C:10]2[C:5](=[CH:6][CH:7]=[CH:8][CH:9]=2)[CH:4]=[CH:3][CH:2]=1. (2) Given the reactants [O:1]=[C:2]1[N:6]([CH:7]2[CH2:12][CH2:11][N:10]([C@H:13]3[CH2:17][CH2:16][N:15]([C:18]([O:20]C(C)(C)C)=O)[CH2:14]3)[CH2:9][CH2:8]2)[C:5]2[CH:25]=[CH:26][CH:27]=[CH:28][C:4]=2[NH:3]1.FC(F)(F)C(O)=O.[CH:36]1N=C[N:38](C(N2C=NC=C2)=O)[CH:37]=1.C(N)C.CCN(C(C)C)C(C)C, predict the reaction product. The product is: [CH2:37]([NH:38][C:18]([N:15]1[CH2:16][CH2:17][C@H:13]([N:10]2[CH2:9][CH2:8][CH:7]([N:6]3[C:5]4[CH:25]=[CH:26][CH:27]=[CH:28][C:4]=4[NH:3][C:2]3=[O:1])[CH2:12][CH2:11]2)[CH2:14]1)=[O:20])[CH3:36].